Task: Predict the reactants needed to synthesize the given product.. Dataset: Full USPTO retrosynthesis dataset with 1.9M reactions from patents (1976-2016) (1) Given the product [NH2:33][C:2]([CH3:1])([CH3:32])[C:3]([NH:5][C:6]1[CH:11]=[CH:10][CH:9]=[C:8]([C:12]2[C:21]3[C:16](=[CH:17][C:18]([O:27][CH2:28][CH3:29])=[C:19]4[O:24][C:23]([CH3:25])([CH3:26])[CH2:22][C:20]4=3)[CH2:15][C:14]([CH3:31])([CH3:30])[N:13]=2)[CH:7]=1)=[O:4], predict the reactants needed to synthesize it. The reactants are: [CH3:1][C:2]([NH:33]C(=O)C(F)(F)F)([CH3:32])[C:3]([NH:5][C:6]1[CH:11]=[CH:10][CH:9]=[C:8]([C:12]2[C:21]3[C:16](=[CH:17][C:18]([O:27][CH2:28][CH3:29])=[C:19]4[O:24][C:23]([CH3:26])([CH3:25])[CH2:22][C:20]4=3)[CH2:15][C:14]([CH3:31])([CH3:30])[N:13]=2)[CH:7]=1)=[O:4].[OH-].[Na+].O. (2) The reactants are: [Mg].BrCCBr.Br[CH:7]1[CH2:10][CH2:9][CH2:8]1.Cl[C:12]1[N:17]=[C:16]([C:18]2[CH:19]=[C:20]([O:25][CH:26]([F:28])[F:27])[C:21]([NH2:24])=[N:22][CH:23]=2)[CH:15]=[C:14]([N:29]2[CH2:32][CH:31]([N:33]3[CH2:38][CH2:37][O:36][CH2:35][CH2:34]3)[CH2:30]2)[N:13]=1. Given the product [CH:7]1([C:12]2[N:17]=[C:16]([C:18]3[CH:19]=[C:20]([O:25][CH:26]([F:27])[F:28])[C:21]([NH2:24])=[N:22][CH:23]=3)[CH:15]=[C:14]([N:29]3[CH2:30][CH:31]([N:33]4[CH2:38][CH2:37][O:36][CH2:35][CH2:34]4)[CH2:32]3)[N:13]=2)[CH2:10][CH2:9][CH2:8]1, predict the reactants needed to synthesize it. (3) Given the product [N:31]([CH2:15][C:11]1[CH:12]=[N:13][CH:14]=[C:9]([O:8][CH2:1][C:2]2[CH:7]=[CH:6][CH:5]=[CH:4][CH:3]=2)[CH:10]=1)=[N+:32]=[N-:33], predict the reactants needed to synthesize it. The reactants are: [CH2:1]([O:8][C:9]1[CH:10]=[C:11]([CH2:15]O)[CH:12]=[N:13][CH:14]=1)[C:2]1[CH:7]=[CH:6][CH:5]=[CH:4][CH:3]=1.C1C=CC(P([N:31]=[N+:32]=[N-:33])(C2C=CC=CC=2)=O)=CC=1.N12CCCN=C1CCCCC2.